From a dataset of Forward reaction prediction with 1.9M reactions from USPTO patents (1976-2016). Predict the product of the given reaction. (1) Given the reactants Cl.[NH2:2][C@H:3]([CH2:6][C:7]1[CH:12]=[CH:11][CH:10]=[C:9]([N+:13]([O-:15])=[O:14])[CH:8]=1)[CH2:4][OH:5].[C:16]([N:20]=[C:21]=[S:22])([CH3:19])([CH3:18])[CH3:17].C(N(CC)CC)C, predict the reaction product. The product is: [C:16]([NH:20][C:21]([NH:2][C@H:3]([CH2:6][C:7]1[CH:12]=[CH:11][CH:10]=[C:9]([N+:13]([O-:15])=[O:14])[CH:8]=1)[CH2:4][OH:5])=[S:22])([CH3:19])([CH3:18])[CH3:17]. (2) Given the reactants C(O[C:9](=[O:32])[C@H:10]([NH:24][C:25]([O:27][C:28]([CH3:31])([CH3:30])[CH3:29])=[O:26])[CH2:11][C:12]1[C:20]2[C:15](=[CH:16][CH:17]=[CH:18][CH:19]=2)[N:14]([CH2:21][CH2:22][CH3:23])[CH:13]=1)C1C=CC=CC=1.CCN=C=NCCCN(C)C.Cl.C1C=CC2N(O)N=NC=2C=1.[CH2:55]([O:62][NH2:63])[C:56]1[CH:61]=[CH:60][CH:59]=[CH:58][CH:57]=1, predict the reaction product. The product is: [C:28]([O:27][C:25]([NH:24][C@H:10]([CH2:11][C:12]1[C:20]2[C:15](=[CH:16][CH:17]=[CH:18][CH:19]=2)[N:14]([CH2:21][CH2:22][CH3:23])[CH:13]=1)[C:9]([NH:63][O:62][CH2:55][C:56]1[CH:61]=[CH:60][CH:59]=[CH:58][CH:57]=1)=[O:32])=[O:26])([CH3:29])([CH3:31])[CH3:30]. (3) Given the reactants [CH:1](/[CH:4]1[O:8][C@H:7]([C:9]([O:11][CH:12]([CH3:14])[CH3:13])=[O:10])[C@@H:6]([C:15]([O:17][CH:18]([CH3:20])[CH3:19])=[O:16])[O:5]1)=[CH:2]\[CH3:3].[CH2:21]([Zn]CC)C.ICI, predict the reaction product. The product is: [CH3:3][C@H:2]1[CH2:21][C@@H:1]1[CH:4]1[O:5][C@H:6]([C:15]([O:17][CH:18]([CH3:20])[CH3:19])=[O:16])[C@@H:7]([C:9]([O:11][CH:12]([CH3:14])[CH3:13])=[O:10])[O:8]1. (4) The product is: [NH2:1][C:2]1[CH:11]=[C:10]2[C:5]([C:6]([OH:16])=[CH:7][C:8]([S:12]([O-:15])(=[O:13])=[O:14])=[CH:9]2)=[CH:4][CH:3]=1.[Na+:18]. Given the reactants [NH2:1][C:2]1[CH:11]=[C:10]2[C:5]([C:6]([OH:16])=[CH:7][C:8]([S:12]([OH:15])(=[O:14])=[O:13])=[CH:9]2)=[CH:4][CH:3]=1.[OH-].[Na+:18].C, predict the reaction product.